This data is from M1 muscarinic receptor antagonist screen with 61,756 compounds. The task is: Binary Classification. Given a drug SMILES string, predict its activity (active/inactive) in a high-throughput screening assay against a specified biological target. (1) The drug is OC(=O)c1c(NCCC(O)=O)cc2c(c1)cccc2. The result is 0 (inactive). (2) The compound is S(CC(=O)Nc1ccc(C(=O)N(CC)CC)cc1)c1n(nnn1)c1c(OC)ccc(OC)c1. The result is 0 (inactive). (3) The result is 0 (inactive). The molecule is Oc1cc(N2Cc3c(C2)cc(c(c3)C)C)ccc1C(OCC)=O. (4) The molecule is s1c(N2CC(CCC2)C(=O)NC2CCN(CC2)Cc2ccccc2)nnc1n1cccc1. The result is 1 (active). (5) The compound is FC(F)(F)c1nc(NCc2occc2)nc(c2c(OC)cccc2)c1. The result is 0 (inactive). (6) The drug is S(=O)(=O)(N1CCOCC1)c1cc(C(=O)N2CCOCC2)c(cc1)C. The result is 0 (inactive).